Dataset: Experimentally validated miRNA-target interactions with 360,000+ pairs, plus equal number of negative samples. Task: Binary Classification. Given a miRNA mature sequence and a target amino acid sequence, predict their likelihood of interaction. (1) The miRNA is hsa-miR-3912-5p with sequence AUGUCCAUAUUAUGGGUUAGU. The protein sequence of the target gene is MELVGFLCVAVAVLTWGFLRVWNSAERMRSPEQAGLPGAGSRALVVIAHPDDEAMFFAPTMLGLARLEQQVSLLCFSSGNYYNQGEIRKKELLQSCAVLGIPPSRVMIIDKRDFPDDPEVQWDTELVASTLLQHIHANGTDLVVTFDAEGVSGHSNHIALYKAVRALHSGGKLPKGCSVLTLQSVNALRKYAFLLDLPWTLLSPQDVLFVLTSKEVAQAKKAMSCHRSQLLWFRYLYVLFSRYMRINSLRFL. Result: 0 (no interaction). (2) The miRNA is hsa-miR-6843-3p with sequence AUGGUCUCCUGUUCUCUGCAG. The protein sequence of the target gene is MAAAVLRDSTSVPVTAEAKLMGFTQGCVTFEDVAIYFSQEEWGLLDEAQRLLYRDVMLENFALITALVCWHGMEDEETPEQSVSVEGVPQVRTPEASPSTQKIQSCDMCVPFLTDILHLTDLPGQELYLTGACAVFHQDQKHHSAEKPLESDMDKASFVQCCLFHESGMPFTSSEVGKDFLAPLGILQPQAIANYEKPNKISKCEEAFHVGISHYKWSQCRRESSHKHTFFHPRVCTGKRLYESSKCGKACCCECSLVQLQRVHPGERPYECSECGKSFSQTSHLNDHRRIHTGERPYVC.... Result: 0 (no interaction). (3) The miRNA is hsa-miR-369-3p with sequence AAUAAUACAUGGUUGAUCUUU. The protein sequence of the target gene is MGDTAKPYFVKRTKDRGTMDDDDFRRGHPQQDYLIIDDHAKGHGSKMEKGLQKKKITPGNYGNTPRKGPCAVSSNPYAFKNPIYSQPAWMNDSHKDQSKRWLSDEHTGNSDNWREFKPGPRIPVINRQRKDSFQENEDGYRWQDTRGCRTVRRLFHKDLTSLETTSEMEAGSPENKKQRSRPRKPRKTRNEENEQDGDLEGPVIDESVLSTKELLGLQQAEERLKRDCIDRLKRRPRNYPTAKYTCRLCDVLIESIAFAHKHIKEKRHKKNIKEKQEEELLTTLPPPTPSQINAVGIAID.... Result: 0 (no interaction). (4) The miRNA is hsa-miR-1237-5p with sequence CGGGGGCGGGGCCGAAGCGCG. The protein sequence of the target gene is MERQSRVMSEKDEYQFQHQGAVELLVFNFLLILTILTIWLFKNHRFRFLHETGGAMVYGLIMGLILRYATAPTDIESGTVYDCVKLTFSPSTLLVNITDQVYEYKYKREISQHNINPHQGNAILEKMTFDPEIFFNVLLPPIIFHAGYSLKKRHFFQNLGSILTYAFLGTAISCIVIGLIMYGFVKAMIHAGQLKNGDFHFTDCLFFGSLMSATDPVTVLAIFHELHVDPDLYTLLFGESVLNDAVAIVLTYSISIYSPKENPNAFDAAAFFQSVGNFLGIFAGSFAMGSAYAIITALLT.... Result: 0 (no interaction).